This data is from Forward reaction prediction with 1.9M reactions from USPTO patents (1976-2016). The task is: Predict the product of the given reaction. (1) Given the reactants [CH3:1][O:2][C:3]1[CH:4]=[C:5]([N:11]2[CH2:20][C:19]3[C:14](=[N:15][C:16](S(C)=O)=[N:17][CH:18]=3)[NH:13][C:12]2=[O:24])[CH:6]=[C:7]([O:9][CH3:10])[CH:8]=1.[CH3:25][N:26]1[CH2:31][CH2:30][N:29]([CH2:32][CH2:33][CH2:34][CH2:35][CH2:36][NH2:37])[CH2:28][CH2:27]1, predict the reaction product. The product is: [CH3:1][O:2][C:3]1[CH:4]=[C:5]([N:11]2[CH2:20][C:19]3[C:14](=[N:15][C:16]([NH:37][CH2:36][CH2:35][CH2:34][CH2:33][CH2:32][N:29]4[CH2:28][CH2:27][N:26]([CH3:25])[CH2:31][CH2:30]4)=[N:17][CH:18]=3)[NH:13][C:12]2=[O:24])[CH:6]=[C:7]([O:9][CH3:10])[CH:8]=1. (2) Given the reactants [CH:1]1([N:4]2[CH:8]=[C:7]([NH:9]C(=O)OC(C)(C)C)[N:6]=[CH:5]2)[CH2:3][CH2:2]1.Cl, predict the reaction product. The product is: [CH:1]1([N:4]2[CH:8]=[C:7]([NH2:9])[N:6]=[CH:5]2)[CH2:3][CH2:2]1. (3) Given the reactants [CH2:1]([C:8]1[CH:26]=[CH:25][C:11]([C:12]([NH:14][C:15]2[CH:24]=[CH:23][C:18]([C:19](OC)=[O:20])=[CH:17][CH:16]=2)=[O:13])=[CH:10][CH:9]=1)[CH2:2][CH2:3][CH2:4][CH2:5][CH2:6][CH3:7].O.[NH2:28][NH2:29], predict the reaction product. The product is: [CH2:1]([C:8]1[CH:26]=[CH:25][C:11]([C:12]([NH:14][C:15]2[CH:24]=[CH:23][C:18]([C:19]([NH:28][NH2:29])=[O:20])=[CH:17][CH:16]=2)=[O:13])=[CH:10][CH:9]=1)[CH2:2][CH2:3][CH2:4][CH2:5][CH2:6][CH3:7]. (4) Given the reactants [NH2:1][C:2]1[N:10]=[C:9]([F:11])[N:8]=[C:7]2[C:3]=1[N:4]=[C:5]([CH2:17][C:18]1[C:26]([I:27])=[CH:25][C:21]3[O:22][CH2:23][O:24][C:20]=3[CH:19]=1)[N:6]2[CH2:12][CH2:13]C(O)C.[C:28]([O-:31])([O-])=O.[Ca+2].[S:33](Cl)(=[O:36])(=[O:35])[NH2:34].[CH3:38]N(C=O)C, predict the reaction product. The product is: [NH2:1][C:2]1[N:10]=[C:9]([F:11])[N:8]=[C:7]2[C:3]=1[N:4]=[C:5]([CH2:17][C:18]1[C:26]([I:27])=[CH:25][C:21]3[O:22][CH2:23][O:24][C:20]=3[CH:19]=1)[N:6]2[CH:12]([CH3:13])[CH2:38][CH2:28][O:31][S:33](=[O:36])(=[O:35])[NH2:34]. (5) The product is: [N:1]1[CH:6]=[CH:5][N:4]=[C:3]2[CH2:7][NH:8][CH2:9][CH2:10][C:2]=12. Given the reactants [N:1]1[CH:6]=[CH:5][N:4]=[C:3]2[CH2:7][N:8](C(OCC)=O)[CH2:9][CH2:10][C:2]=12.O.[OH-].[K+], predict the reaction product. (6) Given the reactants [CH2:1](Br)[C:2]1[CH:7]=[CH:6][CH:5]=[CH:4][CH:3]=1.C(O)C.[CH2:12]([O:14][C:15](=[O:22])[C:16]1[CH:21]=[CH:20][N:19]=[CH:18][CH:17]=1)[CH3:13], predict the reaction product. The product is: [CH2:1]([N:19]1[CH2:18][CH:17]=[C:16]([C:15]([O:14][CH2:12][CH3:13])=[O:22])[CH2:21][CH2:20]1)[C:2]1[CH:7]=[CH:6][CH:5]=[CH:4][CH:3]=1.